Dataset: Full USPTO retrosynthesis dataset with 1.9M reactions from patents (1976-2016). Task: Predict the reactants needed to synthesize the given product. (1) Given the product [Cl:10][C:4]1[CH:5]=[C:6]([C:8]#[N:9])[CH:7]=[C:2]([C:16]2[CH:17]=[N:18][C:13]([C:12]([F:23])([F:22])[F:11])=[CH:14][CH:15]=2)[N:3]=1, predict the reactants needed to synthesize it. The reactants are: Cl[C:2]1[CH:7]=[C:6]([C:8]#[N:9])[CH:5]=[C:4]([Cl:10])[N:3]=1.[F:11][C:12]([F:23])([F:22])[C:13]1[N:18]=[CH:17][C:16](B(O)O)=[CH:15][CH:14]=1.C(Cl)Cl.C(=O)([O-])[O-].[Na+].[Na+]. (2) Given the product [CH3:32][O:31][C:30]1[C:15]2[C:14]([N:11]3[CH2:12][CH2:13][NH:8][CH2:9][CH2:10]3)=[N:19][C:18]([C:20]3[CH:25]=[CH:24][N:23]=[C:22]([NH:51][C:49]4[CH:48]=[N:47][N:46]([CH:43]5[CH2:44][CH2:45][NH:40][CH2:41][CH2:42]5)[CH:50]=4)[CH:21]=3)=[N:17][C:16]=2[CH:27]=[N:28][CH:29]=1, predict the reactants needed to synthesize it. The reactants are: C(OC([N:8]1[CH2:13][CH2:12][N:11]([C:14]2[C:15]3[C:30]([O:31][CH3:32])=[CH:29][N:28]=[CH:27][C:16]=3[N:17]=[C:18]([C:20]3[CH:25]=[CH:24][N:23]=[C:22](Cl)[CH:21]=3)[N:19]=2)[CH2:10][CH2:9]1)=O)(C)(C)C.C(OC([N:40]1[CH2:45][CH2:44][CH:43]([N:46]2[CH:50]=[C:49]([NH2:51])[CH:48]=[N:47]2)[CH2:42][CH2:41]1)=O)(C)(C)C. (3) Given the product [CH3:7][O:8][C:9]1[CH:14]=[C:13]([C:15]([F:16])([F:17])[F:18])[CH:12]=[CH:11][C:10]=1[C:19]1[C:28]2[C:23](=[CH:24][C:25]([S:29]([NH:6][C:3]3[CH:4]=[N:5][S:1][N:2]=3)(=[O:31])=[O:30])=[CH:26][CH:27]=2)[CH:22]=[CH:21][N:20]=1, predict the reactants needed to synthesize it. The reactants are: [S:1]1[N:5]=[CH:4][C:3]([NH2:6])=[N:2]1.[CH3:7][O:8][C:9]1[CH:14]=[C:13]([C:15]([F:18])([F:17])[F:16])[CH:12]=[CH:11][C:10]=1[C:19]1[C:28]2[C:23](=[CH:24][C:25]([S:29](OC3C(F)=C(F)C(F)=C(F)C=3F)(=[O:31])=[O:30])=[CH:26][CH:27]=2)[CH:22]=[CH:21][N:20]=1.C[Si]([N-][Si](C)(C)C)(C)C.[Li+]. (4) The reactants are: [NH2:1][C:2]1[CH:10]=[CH:9][CH:8]=[C:7]([F:11])[C:3]=1[C:4]([OH:6])=O.Cl.[F:13][C:14]1([F:18])[CH2:17][NH:16][CH2:15]1.[C:19]12([C:29](Cl)=[O:30])[CH2:28][CH:23]3[CH2:24][CH:25]([CH2:27][CH:21]([CH2:22]3)[O:20]1)[CH2:26]2.C(N(CC)CC)C. Given the product [F:13][C:14]1([F:18])[CH2:17][N:16]([C:4]([C:3]2[C:7]([F:11])=[CH:8][CH:9]=[CH:10][C:2]=2[NH:1][C:29]([C:19]23[CH2:28][CH:23]4[CH2:24][CH:25]([CH2:27][CH:21]([CH2:22]4)[O:20]2)[CH2:26]3)=[O:30])=[O:6])[CH2:15]1, predict the reactants needed to synthesize it.